This data is from Peptide-MHC class II binding affinity with 134,281 pairs from IEDB. The task is: Regression. Given a peptide amino acid sequence and an MHC pseudo amino acid sequence, predict their binding affinity value. This is MHC class II binding data. (1) The peptide sequence is LTKKGNVWEVKSSKP. The MHC is HLA-DPA10201-DPB10101 with pseudo-sequence HLA-DPA10201-DPB10101. The binding affinity (normalized) is 0.0199. (2) The peptide sequence is AYESYKFIPALEAAV. The MHC is HLA-DPA10103-DPB10401 with pseudo-sequence HLA-DPA10103-DPB10401. The binding affinity (normalized) is 0.427. (3) The peptide sequence is MASHIHLVIHRIRTL. The MHC is HLA-DQA10501-DQB10402 with pseudo-sequence HLA-DQA10501-DQB10402. The binding affinity (normalized) is 0.820. (4) The peptide sequence is EKKYFAAPQFEPLAA. The MHC is HLA-DQA10401-DQB10402 with pseudo-sequence HLA-DQA10401-DQB10402. The binding affinity (normalized) is 0.617. (5) The peptide sequence is AFKVAETAANAAPAN. The MHC is DRB1_0701 with pseudo-sequence DRB1_0701. The binding affinity (normalized) is 0.556. (6) The peptide sequence is QLIYVILTILTIIGL. The MHC is DRB1_0401 with pseudo-sequence DRB1_0401. The binding affinity (normalized) is 0.192.